Predict which catalyst facilitates the given reaction. From a dataset of Catalyst prediction with 721,799 reactions and 888 catalyst types from USPTO. (1) Reactant: [C:1]([O:5][C:6](=[O:26])[NH:7][C@H:8]([C:10](=O)[NH:11][C:12]1[CH:17]=[CH:16][CH:15]=[CH:14][C:13]=1[NH:18][CH:19]1[CH2:24][CH2:23][O:22][CH2:21][CH2:20]1)[CH3:9])([CH3:4])([CH3:3])[CH3:2]. Product: [C:1]([O:5][C:6](=[O:26])[NH:7][C@H:8]([C:10]1[N:18]([CH:19]2[CH2:24][CH2:23][O:22][CH2:21][CH2:20]2)[C:13]2[CH:14]=[CH:15][CH:16]=[CH:17][C:12]=2[N:11]=1)[CH3:9])([CH3:4])([CH3:3])[CH3:2]. The catalyst class is: 52. (2) Reactant: [C:1]([O:5][C:6](=[O:17])[CH:7]=[CH:8][C:9]1[CH:14]=[C:13]([Cl:15])[CH:12]=[C:11]([Cl:16])[CH:10]=1)([CH3:4])([CH3:3])[CH3:2].[H][H]. Product: [C:1]([O:5][C:6](=[O:17])[CH2:7][CH2:8][C:9]1[CH:14]=[C:13]([Cl:15])[CH:12]=[C:11]([Cl:16])[CH:10]=1)([CH3:4])([CH3:2])[CH3:3]. The catalyst class is: 810. (3) Reactant: C[N:2](C)[CH:3]=[C:4]([C:13]1[CH:18]=[CH:17][N:16]=[C:15]([S:19][CH3:20])[N:14]=1)[C:5]([C:7]1[S:8][C:9]([Cl:12])=[CH:10][CH:11]=1)=O.O.NN.C([N:27](CC)CC)C. Product: [Cl:12][C:9]1[S:8][C:7]([C:5]2[C:4]([C:13]3[CH:18]=[CH:17][N:16]=[C:15]([S:19][CH3:20])[N:14]=3)=[CH:3][NH:2][N:27]=2)=[CH:11][CH:10]=1. The catalyst class is: 40. (4) Reactant: [N:1]([CH2:4][CH2:5][CH2:6][CH2:7][N:8]1[C@H:12](/[CH:13]=[N:14]/[S@@:15]([C:17]([CH3:20])([CH3:19])[CH3:18])=[O:16])[C@:11]([C@H:22]([O:25][Si:26]([C:39]([CH3:42])([CH3:41])[CH3:40])([C:33]2[CH:38]=[CH:37][CH:36]=[CH:35][CH:34]=2)[C:27]2[CH:32]=[CH:31][CH:30]=[CH:29][CH:28]=2)[CH2:23][CH3:24])([CH3:21])[O:10][C:9]1=[O:43])=[N+:2]=[N-:3].C(=O)=O.[F:47][C:48]([Si](C)(C)C)([F:50])[F:49].[NH4+].[Cl-]. Product: [N:1]([CH2:4][CH2:5][CH2:6][CH2:7][N:8]1[C@H:12]([C@H:13]([NH:14][S@@:15]([C:17]([CH3:20])([CH3:19])[CH3:18])=[O:16])[C:48]([F:50])([F:49])[F:47])[C@:11]([C@H:22]([O:25][Si:26]([C:39]([CH3:42])([CH3:41])[CH3:40])([C:27]2[CH:28]=[CH:29][CH:30]=[CH:31][CH:32]=2)[C:33]2[CH:34]=[CH:35][CH:36]=[CH:37][CH:38]=2)[CH2:23][CH3:24])([CH3:21])[O:10][C:9]1=[O:43])=[N+:2]=[N-:3]. The catalyst class is: 56. (5) Reactant: F[C:2]1[CH:12]=[CH:11][C:5]([C:6]([O:8]CC)=[O:7])=[CH:4][CH:3]=1.[NH:13]1[CH:17]=[N:16][CH:15]=[N:14]1.C([O-])([O-])=O.[K+].[K+].Cl. Product: [N:13]1([C:2]2[CH:12]=[CH:11][C:5]([C:6]([OH:8])=[O:7])=[CH:4][CH:3]=2)[CH:17]=[N:16][CH:15]=[N:14]1. The catalyst class is: 60. (6) Reactant: [CH2:1]([N:3]1[C:7]2=[N:8][CH:9]=[C:10]([C:19]([OH:21])=O)[C:11]([NH:12][CH:13]3[CH2:18][CH2:17]OCC3)=[C:6]2[CH:5]=[N:4]1)[CH3:2].[CH2:22](Cl)[CH2:23]Cl.C1C=CC2N([OH:35])N=NC=2C=1.Cl.[CH3:37][O:38][C:39](=[O:44])[C@H:40]([CH2:42][OH:43])[NH2:41].C(N(CC)CC)C. Product: [CH2:1]([N:3]1[C:7]2=[N:8][CH:9]=[C:10]([C:19]([NH:41][C@@H:40]([CH2:42][OH:43])[C:39]([O:38][CH3:37])=[O:44])=[O:21])[C:11]([NH:12][CH:13]3[CH2:18][CH2:17][CH2:23][CH2:22][O:35]3)=[C:6]2[CH:5]=[N:4]1)[CH3:2]. The catalyst class is: 3.